Dataset: Reaction yield outcomes from USPTO patents with 853,638 reactions. Task: Predict the reaction yield, written as a fraction of the theoretical maximum amount of product (1.0 means a 100% yield; for example, 0.34 means a 34% yield). (1) The reactants are [F:1][C:2]1[CH:3]=[C:4]([CH:33]=[CH:34][CH:35]=1)[O:5][C:6]1[CH:7]=[C:8]([NH:26][CH2:27][CH2:28][C:29]([F:32])([F:31])[F:30])[C:9]2[N:13]=[CH:12][N:11]([C:14]3[CH:23]=[CH:22][C:17]([C:18]([O:20]C)=[O:19])=[C:16]([CH3:24])[CH:15]=3)[C:10]=2[CH:25]=1.CO.[OH-].[Li+].Cl. The catalyst is O1CCCC1.O. The product is [F:1][C:2]1[CH:3]=[C:4]([CH:33]=[CH:34][CH:35]=1)[O:5][C:6]1[CH:7]=[C:8]([NH:26][CH2:27][CH2:28][C:29]([F:31])([F:32])[F:30])[C:9]2[N:13]=[CH:12][N:11]([C:14]3[CH:23]=[CH:22][C:17]([C:18]([OH:20])=[O:19])=[C:16]([CH3:24])[CH:15]=3)[C:10]=2[CH:25]=1. The yield is 0.880. (2) The reactants are [CH3:1][C:2](=O)[CH3:3].[ClH:5].[NH2:6][CH2:7][C@@H:8]1[CH2:12][CH2:11][N:10]([C:13]2[C:18](Br)=[CH:17][N:16]=[C:15]3[NH:20][CH:21]=[C:22]([NH:23][C:24](=[O:31])[C:25]4[CH:30]=[CH:29][CH:28]=[N:27][CH:26]=4)[C:14]=23)[CH2:9]1. No catalyst specified. The product is [ClH:5].[Cl:5][C:18]1[C:13]([N:10]2[CH2:11][CH2:12][CH2:8][C@@H:7]([NH:6][CH:2]([CH3:3])[CH3:1])[CH2:9]2)=[C:14]2[C:22]([NH:23][C:24](=[O:31])[C:25]3[CH:30]=[CH:29][CH:28]=[N:27][CH:26]=3)=[CH:21][NH:20][C:15]2=[N:16][CH:17]=1. The yield is 0.640.